From a dataset of Forward reaction prediction with 1.9M reactions from USPTO patents (1976-2016). Predict the product of the given reaction. (1) Given the reactants [CH3:1][C:2]1[N:3]=[CH:4][N:5]([C:7]2[CH:8]=[C:9]([CH:13]=[C:14]([C:16]([F:19])([F:18])[F:17])[CH:15]=2)[C:10]([OH:12])=O)[CH:6]=1.F[P-](F)(F)(F)(F)F.C[N+](C)=C(N(C)C)[O:30]N1C2N=CC=CC=2N=N1.C(N(CC)C(C)C)(C)C.[CH3:53][C:54]1[CH:60]=[CH:59][C:57]([NH2:58])=[CH:56][C:55]=1[C:61]1[CH:69]=[C:68]2[C:64]([C:65]3[CH:73]=[N:72][CH:71]=[N:70][C:66]=3[NH:67]2)=[CH:63][CH:62]=1.CN([CH:77]=[O:78])C, predict the reaction product. The product is: [F:17][C:16]([F:19])([F:18])[C:77]([OH:78])=[O:30].[F:17][C:16]([F:19])([F:18])[C:77]([OH:78])=[O:30].[CH3:1][C:2]1[N:3]=[CH:4][N:5]([C:7]2[CH:8]=[C:9]([CH:13]=[C:14]([C:16]([F:19])([F:18])[F:17])[CH:15]=2)[C:10]([NH:58][C:57]2[CH:59]=[CH:60][C:54]([CH3:53])=[C:55]([C:61]3[CH:69]=[C:68]4[C:64]([C:65]5[CH:73]=[N:72][CH:71]=[N:70][C:66]=5[NH:67]4)=[CH:63][CH:62]=3)[CH:56]=2)=[O:12])[CH:6]=1. (2) Given the reactants [C:1]([O:5][C:6]([NH:8][NH:9][CH:10]1[CH2:15][CH2:14][C:13]([C:20]2[CH:25]=[CH:24][C:23]([C:26]([F:29])([F:28])[F:27])=[CH:22][CH:21]=2)([C:16](OC)=[O:17])[CH2:12][CH2:11]1)=[O:7])([CH3:4])([CH3:3])[CH3:2].[OH-].[Na+].C(OCC)C.Cl, predict the reaction product. The product is: [C:1]([O:5][C:6](=[O:7])[NH:8][N:9]1[C:16](=[O:17])[C:13]2([C:20]3[CH:25]=[CH:24][C:23]([C:26]([F:29])([F:28])[F:27])=[CH:22][CH:21]=3)[CH2:14][CH2:15][CH:10]1[CH2:11][CH2:12]2)([CH3:4])([CH3:3])[CH3:2].